From a dataset of CYP3A4 inhibition data for predicting drug metabolism from PubChem BioAssay. Regression/Classification. Given a drug SMILES string, predict its absorption, distribution, metabolism, or excretion properties. Task type varies by dataset: regression for continuous measurements (e.g., permeability, clearance, half-life) or binary classification for categorical outcomes (e.g., BBB penetration, CYP inhibition). Dataset: cyp3a4_veith. (1) The molecule is Cc1nc(S(=O)(=O)N(C)c2ccccc2)c(C#N)c(C)c1Cl. The result is 0 (non-inhibitor). (2) The result is 0 (non-inhibitor). The drug is O=C(CN(Cc1ccccc1)S(=O)(=O)c1ccc2c(c1)OCCO2)N/N=C/c1ccc(F)cc1. (3) The drug is O=c1c2cc(Br)ccc2nc(-c2cccc(C(F)(F)F)c2)n1O. The result is 0 (non-inhibitor).